This data is from Full USPTO retrosynthesis dataset with 1.9M reactions from patents (1976-2016). The task is: Predict the reactants needed to synthesize the given product. Given the product [CH2:24]([O:23][C:21]([C:3]1[C:4]([CH3:20])=[N:5][C:6]2[C:11]([C:2]=1[NH2:1])=[C:10]([O:12][CH2:13][C:14]([CH3:19])([CH3:18])[C:15]([NH:32][CH:26]1[CH2:31][CH2:30][CH2:29][CH2:28][CH2:27]1)=[O:16])[CH:9]=[CH:8][CH:7]=2)=[O:22])[CH3:25], predict the reactants needed to synthesize it. The reactants are: [NH2:1][C:2]1[C:11]2[C:6](=[CH:7][CH:8]=[CH:9][C:10]=2[O:12][CH2:13][C:14]([CH3:19])([CH3:18])[C:15](O)=[O:16])[N:5]=[C:4]([CH3:20])[C:3]=1[C:21]([O:23][CH2:24][CH3:25])=[O:22].[CH:26]1([NH2:32])[CH2:31][CH2:30][CH2:29][CH2:28][CH2:27]1.